Dataset: Forward reaction prediction with 1.9M reactions from USPTO patents (1976-2016). Task: Predict the product of the given reaction. Given the reactants [OH:1][CH2:2][C:3]1[CH:4]=[C:5]([N:9]2[CH2:14][CH2:13][N:12]([C:15](C3C=CNC=3C3C=CC=CC=3)=[O:16])[CH2:11][CH2:10]2)[CH:6]=[CH:7][CH:8]=1.[H-].[Na+].Br[CH2:31][CH2:32][O:33][Si:34]([C:37]([CH3:40])([CH3:39])[CH3:38])([CH3:36])[CH3:35].[N:41]1[CH:46]=[CH:45][CH:44]=[CH:43][CH:42]=1, predict the reaction product. The product is: [OH:1][CH2:2][C:3]1[CH:4]=[C:5]([N:9]2[CH2:10][CH2:11][N:12]([C:15]([C:46]3[N:41]([CH:32]([O:33][Si:34]([C:37]([CH3:40])([CH3:39])[CH3:38])([CH3:36])[CH3:35])[CH3:31])[C:43]([C:42]4[CH:5]=[CH:4][CH:3]=[CH:8][CH:7]=4)=[CH:44][CH:45]=3)=[O:16])[CH2:13][CH2:14]2)[CH:6]=[CH:7][CH:8]=1.